Dataset: Forward reaction prediction with 1.9M reactions from USPTO patents (1976-2016). Task: Predict the product of the given reaction. (1) Given the reactants [CH3:1][C:2]1[C:11]2[C:6](=[CH:7][CH:8]=[CH:9][CH:10]=2)[C:5]([N+:12]([O-])=O)=[CH:4][CH:3]=1, predict the reaction product. The product is: [CH3:1][C:2]1[C:11]2[C:6](=[CH:7][CH:8]=[CH:9][CH:10]=2)[C:5]([NH2:12])=[CH:4][CH:3]=1. (2) Given the reactants C([O-])C.[Na+].[CH3:5][CH2:6][C:7](=[O:13])[CH2:8][C:9](=[O:12])[CH2:10][CH3:11].[I-].[K+].[CH2:16]([N:23]1[C:27]([CH2:28]Cl)=[CH:26][N:25]=[CH:24]1)[C:17]1[CH:22]=[CH:21][CH:20]=[CH:19][CH:18]=1.Cl.C(N1C(CCl)=CN=C1)C1C=CC=CC=1, predict the reaction product. The product is: [CH2:16]([N:23]1[C:27]([CH2:28][CH:8]([C:7](=[O:13])[CH2:6][CH3:5])[C:9](=[O:12])[CH2:10][CH3:11])=[CH:26][N:25]=[CH:24]1)[C:17]1[CH:18]=[CH:19][CH:20]=[CH:21][CH:22]=1.